This data is from Forward reaction prediction with 1.9M reactions from USPTO patents (1976-2016). The task is: Predict the product of the given reaction. The product is: [CH3:8][C:6]1[C:5]([N+:9]([O-:11])=[O:10])=[CH:4][C:3]2[N:12]=[CH:17][S:18][C:2]=2[CH:7]=1. Given the reactants Cl[C:2]1[C:3]([N+:12]([O-])=O)=[CH:4][C:5]([N+:9]([O-:11])=[O:10])=[C:6]([CH3:8])[CH:7]=1.CN(C)[CH:17]=[S:18], predict the reaction product.